This data is from Reaction yield outcomes from USPTO patents with 853,638 reactions. The task is: Predict the reaction yield, written as a fraction of the theoretical maximum amount of product (1.0 means a 100% yield; for example, 0.34 means a 34% yield). (1) The reactants are [C:1]1([CH2:11][C:12](Cl)=[O:13])[C:10]2[C:5](=[CH:6][CH:7]=[CH:8][CH:9]=2)[CH:4]=[CH:3][CH:2]=1.[Al+3].[Cl-].[Cl-].[Cl-]. The catalyst is C(Cl)Cl. The product is [C:12]1(=[O:13])[C:9]2=[C:10]3[C:5](=[CH:6][CH:7]=[CH:8]2)[CH:4]=[CH:3][CH:2]=[C:1]3[CH2:11]1. The yield is 0.510. (2) The reactants are [C@@H:1]1(O)[C:9]2[C:4](=[CH:5][CH:6]=[CH:7][CH:8]=2)[CH2:3][CH2:2]1.C(N(CC)CC)C.[CH2:18]([NH2:21])[C:19]#[CH:20].C(OCC)(=O)C. The catalyst is ClCCl. The product is [CH2:18]([NH:21][C@H:1]1[C:9]2[C:4](=[CH:5][CH:6]=[CH:7][CH:8]=2)[CH2:3][CH2:2]1)[C:19]#[CH:20]. The yield is 0.680.